Dataset: Peptide-MHC class II binding affinity with 134,281 pairs from IEDB. Task: Regression. Given a peptide amino acid sequence and an MHC pseudo amino acid sequence, predict their binding affinity value. This is MHC class II binding data. (1) The peptide sequence is FKKWCGMLSTKSIDL. The MHC is DRB1_1501 with pseudo-sequence DRB1_1501. The binding affinity (normalized) is 0.224. (2) The peptide sequence is GLLECCARCLVGAPFASLV. The MHC is H-2-IAd with pseudo-sequence YTYHLILGGQAEHILVFGLTYYDIRTETAHGPST. The binding affinity (normalized) is 0.148. (3) The peptide sequence is YRSLQPEEFAVVDLS. The MHC is HLA-DQA10501-DQB10301 with pseudo-sequence HLA-DQA10501-DQB10301. The binding affinity (normalized) is 0.335. (4) The peptide sequence is LVGPTPINIIGRNLLTQIGC. The MHC is DRB1_0802 with pseudo-sequence DRB1_0802. The binding affinity (normalized) is 0.419. (5) The peptide sequence is KNWMTETLLVQNANPDCKTI. The MHC is HLA-DQA10501-DQB10201 with pseudo-sequence HLA-DQA10501-DQB10201. The binding affinity (normalized) is 0.187. (6) The peptide sequence is MSQIMYNYPAMRAHA. The MHC is DRB1_1001 with pseudo-sequence DRB1_1001. The binding affinity (normalized) is 0.312. (7) The peptide sequence is QELLDIANYLMEQIQ. The MHC is HLA-DQA10401-DQB10402 with pseudo-sequence HLA-DQA10401-DQB10402. The binding affinity (normalized) is 0.448. (8) The peptide sequence is YDKFLQNVSTVLTGK. The MHC is DRB1_0101 with pseudo-sequence DRB1_0101. The binding affinity (normalized) is 0.790.